The task is: Binary Classification. Given a T-cell receptor sequence (or CDR3 region) and an epitope sequence, predict whether binding occurs between them.. This data is from TCR-epitope binding with 47,182 pairs between 192 epitopes and 23,139 TCRs. (1) The epitope is ALSKGVHFV. The TCR CDR3 sequence is CSASQLGLGQPQHF. Result: 0 (the TCR does not bind to the epitope). (2) The epitope is FLRGRAYGL. The TCR CDR3 sequence is CASSLVIIGSASTDTQYF. Result: 0 (the TCR does not bind to the epitope).